Dataset: Forward reaction prediction with 1.9M reactions from USPTO patents (1976-2016). Task: Predict the product of the given reaction. (1) Given the reactants Cl[C:2]1[CH:10]=[C:9]2[C:5]([CH:6]([CH:23]([CH3:25])[CH3:24])[N:7]([CH2:12][C:13]3[CH:18]=[CH:17][C:16]([C:19]([F:22])([F:21])[F:20])=[CH:15][CH:14]=3)[C:8]2=[O:11])=[CH:4][CH:3]=1.N12CCCN=C1CCCCC2.N#N.[O:39]1[CH2:44]COCC1.[OH2:45], predict the reaction product. The product is: [CH:23]([CH:6]1[C:5]2[C:9](=[CH:10][C:2]([C:44]([OH:39])=[O:45])=[CH:3][CH:4]=2)[C:8](=[O:11])[N:7]1[CH2:12][C:13]1[CH:14]=[CH:15][C:16]([C:19]([F:20])([F:22])[F:21])=[CH:17][CH:18]=1)([CH3:25])[CH3:24]. (2) Given the reactants C(OC([N:8]1[CH2:13][CH2:12][N:11]([C:14]2[CH:19]=[CH:18][C:17]([Cl:20])=[CH:16][C:15]=2[C:21]([O:23][CH3:24])=[O:22])[CH2:10][CH2:9]1)=O)(C)(C)C.FC(F)(F)C(O)=O, predict the reaction product. The product is: [CH3:24][O:23][C:21](=[O:22])[C:15]1[CH:16]=[C:17]([Cl:20])[CH:18]=[CH:19][C:14]=1[N:11]1[CH2:12][CH2:13][NH:8][CH2:9][CH2:10]1. (3) Given the reactants [CH3:1][O:2][C:3]1[CH:8]=[CH:7][C:6]([O:9][CH2:10][C@@H:11]2[CH2:13][O:12]2)=[CH:5][C:4]=1[N+:14]([O-])=O.[NH:17]1[CH2:21][CH2:20][CH2:19][CH2:18]1.C(O)(C)C, predict the reaction product. The product is: [NH2:14][C:4]1[CH:5]=[C:6]([O:9][CH2:10][C@@H:11]([OH:12])[CH2:13][N:17]2[CH2:21][CH2:20][CH2:19][CH2:18]2)[CH:7]=[CH:8][C:3]=1[O:2][CH3:1]. (4) Given the reactants [Cl:1][C:2]1[CH:22]=[C:21]([S:23]([CH2:26][C:27]2[CH:32]=[CH:31][C:30]([F:33])=[CH:29][CH:28]=2)(=[O:25])=[O:24])[CH:20]=[CH:19][C:3]=1[O:4][C:5]1[CH:6]=[C:7]([CH2:15][C:16](O)=[O:17])[CH:8]=[C:9]([C:11]([F:14])([F:13])[F:12])[CH:10]=1.[CH3:34][S:35]([NH2:38])(=[O:37])=[O:36], predict the reaction product. The product is: [Cl:1][C:2]1[CH:22]=[C:21]([S:23]([CH2:26][C:27]2[CH:28]=[CH:29][C:30]([F:33])=[CH:31][CH:32]=2)(=[O:25])=[O:24])[CH:20]=[CH:19][C:3]=1[O:4][C:5]1[CH:6]=[C:7]([CH2:15][C:16]([NH:38][S:35]([CH3:34])(=[O:37])=[O:36])=[O:17])[CH:8]=[C:9]([C:11]([F:12])([F:13])[F:14])[CH:10]=1. (5) Given the reactants Br[C:2]1[CH:3]=[CH:4][C:5]2[O:9][C:8]([CH:10]3[CH2:15][CH2:14][N:13]([C:16]([O:18][C:19]([CH3:22])([CH3:21])[CH3:20])=[O:17])[CH2:12][CH2:11]3)=[N:7][C:6]=2[CH:23]=1.[C:24]([C:26]1[CH:31]=[CH:30][C:29](B(O)O)=[CH:28][CH:27]=1)#[N:25], predict the reaction product. The product is: [C:24]([C:26]1[CH:31]=[CH:30][C:29]([C:2]2[CH:3]=[CH:4][C:5]3[O:9][C:8]([CH:10]4[CH2:11][CH2:12][N:13]([C:16]([O:18][C:19]([CH3:21])([CH3:20])[CH3:22])=[O:17])[CH2:14][CH2:15]4)=[N:7][C:6]=3[CH:23]=2)=[CH:28][CH:27]=1)#[N:25]. (6) Given the reactants Br[C:2]1[CH:3]=[C:4]2[C:8](=[CH:9][CH:10]=1)[N:7]([CH3:11])[C:6](=[O:12])[CH2:5]2.CC([O-])=O.[K+].[CH3:18][C:19]1([CH3:35])[C:23]([CH3:25])([CH3:24])[O:22][B:21]([B:21]2[O:22][C:23]([CH3:25])([CH3:24])[C:19]([CH3:35])([CH3:18])[O:20]2)[O:20]1.O, predict the reaction product. The product is: [CH3:11][N:7]1[C:8]2[C:4](=[CH:3][C:2]([B:21]3[O:22][C:23]([CH3:25])([CH3:24])[C:19]([CH3:35])([CH3:18])[O:20]3)=[CH:10][CH:9]=2)[CH2:5][C:6]1=[O:12]. (7) Given the reactants [H-].[Na+].[CH3:3][O:4][C:5](=[O:14])[C:6]1[CH:11]=[C:10]([Br:12])[CH:9]=[N:8][C:7]=1[OH:13].Br[CH2:16][CH2:17][O:18][CH3:19], predict the reaction product. The product is: [CH3:3][O:4][C:5]([C:6]1[C:7](=[O:13])[N:8]([CH2:16][CH2:17][O:18][CH3:19])[CH:9]=[C:10]([Br:12])[CH:11]=1)=[O:14]. (8) Given the reactants C([O-])([O-])=[O:2].[K+].[K+].OO.[C:9]([C:11]1[CH:12]=[C:13]2[C:21](=[CH:22][CH:23]=1)[N:20]([CH2:24][C:25]1[CH:30]=[CH:29][CH:28]=[C:27]([F:31])[CH:26]=1)[C:19]1[CH2:18][CH2:17][CH:16]([NH:32][C:33](=[O:37])[CH:34]([CH3:36])[CH3:35])[CH2:15][C:14]2=1)#[N:10], predict the reaction product. The product is: [F:31][C:27]1[CH:26]=[C:25]([CH:30]=[CH:29][CH:28]=1)[CH2:24][N:20]1[C:21]2[CH:22]=[CH:23][C:11]([C:9]([NH2:10])=[O:2])=[CH:12][C:13]=2[C:14]2[CH2:15][CH:16]([NH:32][C:33](=[O:37])[CH:34]([CH3:35])[CH3:36])[CH2:17][CH2:18][C:19]1=2. (9) Given the reactants CS(O[C@H:6]1[CH2:11][CH2:10][C@H:9]([NH:12][C:13]2[C:18]([N+:19]([O-:21])=[O:20])=[CH:17][N:16]=[C:15]3[CH:22]=[CH:23][S:24][C:14]=23)[CH2:8][CH2:7]1)(=O)=O.[C-:25]#[N:26].[Na+], predict the reaction product. The product is: [N+:19]([C:18]1[C:13]([NH:12][C@@H:9]2[CH2:10][CH2:11][C@H:6]([C:25]#[N:26])[CH2:7][CH2:8]2)=[C:14]2[S:24][CH:23]=[CH:22][C:15]2=[N:16][CH:17]=1)([O-:21])=[O:20].